This data is from Forward reaction prediction with 1.9M reactions from USPTO patents (1976-2016). The task is: Predict the product of the given reaction. (1) Given the reactants Br[C:2]1[CH:7]=[CH:6][C:5]([C:8](=[C:16]2[CH2:20][CH2:19][CH2:18][CH2:17]2)[C:9]2[CH:14]=[CH:13][C:12]([OH:15])=[CH:11][CH:10]=2)=[CH:4][CH:3]=1.[C:21]([O:25][C:26]([CH3:29])([CH3:28])[CH3:27])(=[O:24])[CH:22]=[CH2:23].CCN(CC)CC.CC1C=CC=CC=1P(C1C=CC=CC=1C)C1C=CC=CC=1C, predict the reaction product. The product is: [C:16]1(=[C:8]([C:9]2[CH:14]=[CH:13][C:12]([OH:15])=[CH:11][CH:10]=2)[C:5]2[CH:6]=[CH:7][C:2](/[CH:23]=[CH:22]/[C:21]([O:25][C:26]([CH3:29])([CH3:28])[CH3:27])=[O:24])=[CH:3][CH:4]=2)[CH2:20][CH2:19][CH2:18][CH2:17]1. (2) Given the reactants [CH2:1]([C:4]1[S:34][C:7]2[N:8]=[C:9]([N:25]3[CH2:30][CH2:29][CH2:28][CH:27]([C:31]([OH:33])=[O:32])[CH2:26]3)[N:10]=[C:11]([N:12]3[CH2:17][CH2:16][N:15]4[C:18]([C:21]([F:24])([F:23])[F:22])=[N:19][N:20]=[C:14]4[CH2:13]3)[C:6]=2[CH:5]=1)[CH2:2][CH3:3].C(=O)([O-])[O-].[K+].[K+].I[CH:42]([CH3:44])[CH3:43], predict the reaction product. The product is: [CH:42]([O:32][C:31]([CH:27]1[CH2:28][CH2:29][CH2:30][N:25]([C:9]2[N:10]=[C:11]([N:12]3[CH2:17][CH2:16][N:15]4[C:18]([C:21]([F:23])([F:22])[F:24])=[N:19][N:20]=[C:14]4[CH2:13]3)[C:6]3[CH:5]=[C:4]([CH2:1][CH2:2][CH3:3])[S:34][C:7]=3[N:8]=2)[CH2:26]1)=[O:33])([CH3:44])[CH3:43].